Dataset: Catalyst prediction with 721,799 reactions and 888 catalyst types from USPTO. Task: Predict which catalyst facilitates the given reaction. (1) Reactant: [Si]([O:18][CH2:19][C:20]1[C:21]([N:35]2[CH2:40][C@H:39]([CH3:41])[O:38][C@H:37]([CH3:42])[CH2:36]2)=[C:22]([F:34])[C:23]([O:29][N:30]=C(C)C)=[C:24]([C:26](=O)[CH3:27])[CH:25]=1)(C(C)(C)C)(C1C=CC=CC=1)C1C=CC=CC=1.Cl. Product: [CH3:42][C@@H:37]1[CH2:36][N:35]([C:21]2[C:20]([CH2:19][OH:18])=[CH:25][C:24]3[C:26]([CH3:27])=[N:30][O:29][C:23]=3[C:22]=2[F:34])[CH2:40][C@H:39]([CH3:41])[O:38]1. The catalyst class is: 8. (2) Reactant: O.O.Cl.[OH:4][C:5]1[NH:9][CH:8]=[N:7][C:6]=1[C:10]([NH2:12])=[O:11].Cl.C([O-])=O.[Na+]. Product: [OH:4][C:5]1[NH:9][CH:8]=[N:7][C:6]=1[C:10]([NH2:12])=[O:11]. The catalyst class is: 6. (3) Reactant: O[CH2:2][CH2:3][C:4]([C:10]1[CH:15]=[CH:14][CH:13]=[C:12]([O:16][CH3:17])[CH:11]=1)([CH2:7][CH2:8]O)[C:5]#[N:6].FC(F)(F)S(OS(C(F)(F)F)(=O)=O)(=O)=O.C(N(CC)CC)C.[F:40][C:41]1[CH:47]=[CH:46][C:44]([NH2:45])=[CH:43][CH:42]=1.C(C1C=CC=CC=1N(CC)CC)C. Product: [F:40][C:41]1[CH:47]=[CH:46][C:44]([N:45]2[CH2:8][CH2:7][C:4]([C:10]3[CH:15]=[CH:14][CH:13]=[C:12]([O:16][CH3:17])[CH:11]=3)([C:5]#[N:6])[CH2:3][CH2:2]2)=[CH:43][CH:42]=1. The catalyst class is: 10. (4) Reactant: O=[C:2]1[CH2:8][CH:7]2[N:9]([C:10]([O:12][C:13]([CH3:16])([CH3:15])[CH3:14])=[O:11])[CH:4]([CH2:5][CH2:6]2)[CH2:3]1.C1(C)C=CC(S([CH2:26][N+:27]#[C-])(=O)=O)=CC=1.CC(C)([O-])C.[K+].C(O)C. Product: [C:26]([CH:2]1[CH2:8][CH:7]2[N:9]([C:10]([O:12][C:13]([CH3:16])([CH3:15])[CH3:14])=[O:11])[CH:4]([CH2:5][CH2:6]2)[CH2:3]1)#[N:27]. The catalyst class is: 57.